This data is from Forward reaction prediction with 1.9M reactions from USPTO patents (1976-2016). The task is: Predict the product of the given reaction. (1) Given the reactants [CH3:1][O:2][C:3](=[O:16])[CH2:4][CH:5]1[CH2:14][C:13]2[C:8](=[CH:9][CH:10]=[CH:11][CH:12]=2)[NH:7][C:6]1=[O:15].Br[CH2:18][C:19]([O:21][C:22]([CH3:25])([CH3:24])[CH3:23])=[O:20], predict the reaction product. The product is: [CH3:1][O:2][C:3](=[O:16])[CH2:4][CH:5]1[CH2:14][C:13]2[C:8](=[CH:9][CH:10]=[CH:11][CH:12]=2)[N:7]([CH2:18][C:19]([O:21][C:22]([CH3:25])([CH3:24])[CH3:23])=[O:20])[C:6]1=[O:15]. (2) Given the reactants [CH2:1]([NH:8][C:9](=[O:36])[N:10]([CH2:13][C:14]1[CH:19]=[C:18]([C:20]([F:23])([F:22])[F:21])[CH:17]=[CH:16][C:15]=1[C:24]1[C:29]([O:30][CH3:31])=[CH:28][CH:27]=[C:26]([CH2:32][C:33]([OH:35])=[O:34])[CH:25]=1)[CH2:11][CH3:12])[C:2]1[CH:7]=[CH:6][CH:5]=[CH:4][CH:3]=1.C1C(=O)NC(=O)N([C@@H]2O[C@H](COP(OP(O[C@H]3O[C@H](C(O)=O)[C@@H](O)[C@H](O)[C@H]3O)(O)=O)(O)=O)[C@@H](O)[C@H]2O)C=1.C(N(CC1C=C(C(F)(F)F)C=CC=1C1C(OC)=CC=C(CC(O)=O)C=1)C(N)=O)C.C(NC(=O)NCC1C=C(C(F)(F)F)C=CC=1C1C(OC)=CC=C(CC(O)=O)C=1)C1C=CC=CC=1.C(NC(=O)N(CC1C=C(C(F)(F)F)C=CC=1C1C(O)=CC=C(CC(O)=O)C=1)CC)C1C=CC=CC=1, predict the reaction product. The product is: [CH:1](=[N:8][C:9](=[O:36])[N:10]([CH2:13][C:14]1[CH:19]=[C:18]([C:20]([F:22])([F:23])[F:21])[CH:17]=[CH:16][C:15]=1[C:24]1[C:29]([O:30][CH3:31])=[CH:28][CH:27]=[C:26]([CH2:32][C:33]([OH:35])=[O:34])[CH:25]=1)[CH2:11][CH3:12])[C:2]1[CH:3]=[CH:4][CH:5]=[CH:6][CH:7]=1. (3) Given the reactants [CH:1]([S:3]([N:6]1[CH2:11][CH2:10][CH:9]([C:12]2[C:20]3[C:15](=[C:16]([C:27]([NH2:29])=[O:28])[CH:17]=[C:18]([C:21]4[CH:26]=[CH:25][CH:24]=[CH:23][CH:22]=4)[CH:19]=3)[NH:14][CH:13]=2)[CH2:8][CH2:7]1)(=[O:5])=[O:4])=[CH2:2].[CH3:30][NH2:31], predict the reaction product. The product is: [CH3:30][NH:31][CH2:2][CH2:1][S:3]([N:6]1[CH2:7][CH2:8][CH:9]([C:12]2[C:20]3[C:15](=[C:16]([C:27]([NH2:29])=[O:28])[CH:17]=[C:18]([C:21]4[CH:26]=[CH:25][CH:24]=[CH:23][CH:22]=4)[CH:19]=3)[NH:14][CH:13]=2)[CH2:10][CH2:11]1)(=[O:5])=[O:4]. (4) The product is: [F:25][C:2]([F:1])([F:24])[C:3]1[CH:8]=[CH:7][C:6]([CH:9]2[N:18]([C:19]([O:21][CH2:22][CH3:23])=[O:20])[CH2:17][CH2:16][C:15]3[N:14]=[CH:13][CH:12]=[CH:11][C:10]2=3)=[CH:5][CH:4]=1. Given the reactants [F:1][C:2]([F:25])([F:24])[C:3]1[CH:8]=[CH:7][C:6]([CH:9]2[N:18]([C:19]([O:21][CH2:22][CH3:23])=[O:20])[CH:17]=[CH:16][C:15]3[N:14]=[CH:13][CH:12]=[CH:11][C:10]2=3)=[CH:5][CH:4]=1, predict the reaction product. (5) Given the reactants [NH2:1][C:2]1[C:3](=[O:11])[NH:4][CH:5]=[CH:6][C:7]=1[N+:8]([O-])=O, predict the reaction product. The product is: [NH2:1][C:2]1[C:3](=[O:11])[NH:4][CH:5]=[CH:6][C:7]=1[NH2:8]. (6) Given the reactants [CH3:1][C:2]1([CH2:7][CH2:8][CH2:9][CH2:10][N:11]2[CH:15]=[CH:14][C:13]([NH2:16])=[N:12]2)[O:6]CCO1.[F:17][C:18]([F:31])([F:30])[C:19]1[CH:24]=[CH:23][C:22](/[CH:25]=[CH:26]/[C:27](O)=[O:28])=[CH:21][CH:20]=1, predict the reaction product. The product is: [O:6]=[C:2]([CH3:1])[CH2:7][CH2:8][CH2:9][CH2:10][N:11]1[CH:15]=[CH:14][C:13]([NH:16][C:27](=[O:28])/[CH:26]=[CH:25]/[C:22]2[CH:21]=[CH:20][C:19]([C:18]([F:30])([F:31])[F:17])=[CH:24][CH:23]=2)=[N:12]1. (7) The product is: [CH3:1][S:2]([C:5]1[N:6]=[CH:7][C:8]([NH2:11])=[CH:9][CH:10]=1)(=[O:4])=[O:3]. Given the reactants [CH3:1][S:2]([C:5]1[CH:10]=[CH:9][C:8]([N+:11]([O-])=O)=[CH:7][N:6]=1)(=[O:4])=[O:3], predict the reaction product. (8) Given the reactants [CH3:1][O:2][C:3]1[CH:8]=[CH:7][CH:6]=[C:5]([O:9][CH3:10])[C:4]=1B(O)O.[CH3:14][C:15]([NH:22][S:23]([C:26]1[CH:27]=[N:28][C:29](Cl)=[CH:30][CH:31]=1)(=[O:25])=[O:24])([CH3:21])[CH2:16][C:17]([CH3:20])([CH3:19])[CH3:18].C(=O)([O-])[O-].[K+].[K+], predict the reaction product. The product is: [CH3:21][C:15]([NH:22][S:23]([C:26]1[CH:27]=[N:28][C:29]([C:4]2[C:3]([O:2][CH3:1])=[CH:8][CH:7]=[CH:6][C:5]=2[O:9][CH3:10])=[CH:30][CH:31]=1)(=[O:25])=[O:24])([CH3:14])[CH2:16][C:17]([CH3:18])([CH3:19])[CH3:20]. (9) Given the reactants Cl[C:2]1[N:3]=[N:4][CH:5]=[C:6]([C:8]([N:10]2[CH2:15][CH2:14][CH2:13][CH:12]([C:16]3[CH:21]=[CH:20][C:19]([Cl:22])=[CH:18][C:17]=3[C:23]([F:26])([F:25])[F:24])[CH2:11]2)=[O:9])[CH:7]=1.[CH3:27][NH2:28], predict the reaction product. The product is: [Cl:22][C:19]1[CH:20]=[CH:21][C:16]([CH:12]2[CH2:13][CH2:14][CH2:15][N:10]([C:8]([C:6]3[CH:7]=[C:2]([NH:28][CH3:27])[N:3]=[N:4][CH:5]=3)=[O:9])[CH2:11]2)=[C:17]([C:23]([F:26])([F:25])[F:24])[CH:18]=1. (10) Given the reactants C1C=C(Cl)C=C(C(OO)=O)C=1.[Cl:12][C:13]1[CH:18]=[CH:17][CH:16]=[C:15]([Cl:19])[C:14]=1[N:20]1[CH:31]=[C:30]([NH:32][C:33](=[O:35])[CH3:34])[C:23]2[N:24]=[C:25](SC)[N:26]=[CH:27][C:22]=2[C:21]1=[O:36].CCN(C(C)C)C(C)C.[NH2:46][C:47]1[CH:52]=[CH:51][C:50]([N:53]2[CH2:58][CH2:57][N:56]([C:59]([O:61][C:62]([CH3:65])([CH3:64])[CH3:63])=[O:60])[CH2:55][CH2:54]2)=[CH:49][CH:48]=1, predict the reaction product. The product is: [C:33]([NH:32][C:30]1[C:23]2[N:24]=[C:25]([NH:46][C:47]3[CH:52]=[CH:51][C:50]([N:53]4[CH2:58][CH2:57][N:56]([C:59]([O:61][C:62]([CH3:65])([CH3:64])[CH3:63])=[O:60])[CH2:55][CH2:54]4)=[CH:49][CH:48]=3)[N:26]=[CH:27][C:22]=2[C:21](=[O:36])[N:20]([C:14]2[C:13]([Cl:12])=[CH:18][CH:17]=[CH:16][C:15]=2[Cl:19])[CH:31]=1)(=[O:35])[CH3:34].